From a dataset of Forward reaction prediction with 1.9M reactions from USPTO patents (1976-2016). Predict the product of the given reaction. Given the reactants [Mg].Br[CH2:3][CH2:4][C:5]([F:8])([F:7])[F:6].[N:9]1[CH:14]=[CH:13][CH:12]=[CH:11][C:10]=1[CH:15]=[O:16], predict the reaction product. The product is: [F:6][C:5]([F:8])([F:7])[CH2:4][CH2:3][CH:15]([C:10]1[CH:11]=[CH:12][CH:13]=[CH:14][N:9]=1)[OH:16].